This data is from Reaction yield outcomes from USPTO patents with 853,638 reactions. The task is: Predict the reaction yield, written as a fraction of the theoretical maximum amount of product (1.0 means a 100% yield; for example, 0.34 means a 34% yield). (1) The reactants are [F:1][C:2]1[CH:7]=[CH:6][CH:5]=[C:4]([F:8])[C:3]=1[N:9]1[C:14]2[N:15]=[C:16](S(C)=O)[N:17]=[C:18]([C:19]3[CH:20]=[C:21]([CH:32]=[CH:33][C:34]=3[CH3:35])[C:22]([NH:24][C:25]3[CH:30]=[CH:29][C:28]([F:31])=[CH:27][CH:26]=3)=[O:23])[C:13]=2[CH2:12][NH:11][C:10]1=[O:39].CN(C=O)C.Cl.Cl.[NH:47]1[CH:51]=[CH:50][N:49]=[C:48]1[CH2:52][NH2:53].C(N(CC)C(C)C)(C)C. The catalyst is C1COCC1.C(Cl)Cl. The product is [F:1][C:2]1[CH:7]=[CH:6][CH:5]=[C:4]([F:8])[C:3]=1[N:9]1[C:14]2[N:15]=[C:16]([NH:53][CH2:52][C:48]3[NH:47][CH:51]=[CH:50][N:49]=3)[N:17]=[C:18]([C:19]3[CH:20]=[C:21]([CH:32]=[CH:33][C:34]=3[CH3:35])[C:22]([NH:24][C:25]3[CH:30]=[CH:29][C:28]([F:31])=[CH:27][CH:26]=3)=[O:23])[C:13]=2[CH2:12][NH:11][C:10]1=[O:39]. The yield is 0.330. (2) The reactants are CC(C1C=C(C(C)C)C(C2C=CC=CC=2P(C2CCCCC2)C2CCCCC2)=C(C(C)C)C=1)C.Cl[C:36]1[N:37]=[C:38]([N:56]2[CH2:61][CH2:60][O:59][CH2:58][CH2:57]2)[C:39]2[N:44]=[C:43]([CH2:45][N:46]3[CH2:51][CH2:50][CH:49]([C:52]([OH:55])([CH3:54])[CH3:53])[CH2:48][CH2:47]3)[S:42][C:40]=2[N:41]=1.[CH3:62][C:63]1[NH:67][C:66]2[CH:68]=[CH:69][CH:70]=[CH:71][C:65]=2[N:64]=1.C(=O)([O-])[O-].[Cs+].[Cs+]. The catalyst is C1C=CC(/C=C/C(/C=C/C2C=CC=CC=2)=O)=CC=1.C1C=CC(/C=C/C(/C=C/C2C=CC=CC=2)=O)=CC=1.C1C=CC(/C=C/C(/C=C/C2C=CC=CC=2)=O)=CC=1.[Pd].[Pd].O1CCOCC1. The product is [CH3:62][C:63]1[N:67]([C:36]2[N:37]=[C:38]([N:56]3[CH2:57][CH2:58][O:59][CH2:60][CH2:61]3)[C:39]3[N:44]=[C:43]([CH2:45][N:46]4[CH2:51][CH2:50][CH:49]([C:52]([OH:55])([CH3:54])[CH3:53])[CH2:48][CH2:47]4)[S:42][C:40]=3[N:41]=2)[C:66]2[CH:68]=[CH:69][CH:70]=[CH:71][C:65]=2[N:64]=1. The yield is 0.470. (3) The reactants are [F:1][C:2]1[CH:16]=[CH:15][C:5]([CH2:6][N:7]2[CH2:10][CH:9]([S:11]C(=O)C)[CH2:8]2)=[CH:4][CH:3]=1.[OH-].[Na+].[ClH:19]. The catalyst is CO.C(O)(C)C. The product is [ClH:19].[F:1][C:2]1[CH:16]=[CH:15][C:5]([CH2:6][N:7]2[CH2:10][CH:9]([SH:11])[CH2:8]2)=[CH:4][CH:3]=1. The yield is 0.980. (4) The reactants are [C:1]([O:5][C:6](=[O:15])[NH:7][C@H:8]([CH2:13][OH:14])[CH2:9][CH2:10][CH2:11]O)([CH3:4])([CH3:3])[CH3:2].C(C=P(CCCC)(CCCC)CCCC)#N. The catalyst is C1C=CC=CC=1. The product is [C:1]([O:5][C:6](=[O:15])[NH:7][C@H:8]1[CH2:9][CH2:10][CH2:11][O:14][CH2:13]1)([CH3:4])([CH3:3])[CH3:2]. The yield is 0.690. (5) The reactants are [OH2:1].O.O.C([O-])(=O)C.[Na+].[F:9][C:10]1[CH:11]=[CH:12][C:13]([OH:18])=[C:14]([CH:17]=1)[CH:15]=O.[NH2:19]O.Cl. The catalyst is O.C(O)C. The product is [F:9][C:10]1[CH:11]=[CH:12][C:13]([OH:18])=[C:14]([CH:17]=1)[CH:15]=[N:19][OH:1]. The yield is 0.830. (6) The reactants are [OH-].[Na+].[CH2:3](Br)[CH2:4][CH2:5][CH2:6][CH2:7][CH2:8][CH2:9][CH2:10][CH3:11].[Cl:13][C:14]1[CH:19]=[CH:18][C:17]([OH:20])=[C:16]([C:21]([OH:29])([CH3:28])[CH2:22][N:23]2[CH:27]=[CH:26][N:25]=[CH:24]2)[CH:15]=1. The catalyst is CN(C)C=O. The product is [Cl:13][C:14]1[CH:19]=[CH:18][C:17]([O:20][CH2:3][CH2:4][CH2:5][CH2:6][CH2:7][CH2:8][CH2:9][CH2:10][CH3:11])=[C:16]([C:21]([OH:29])([CH3:28])[CH2:22][N:23]2[CH:27]=[CH:26][N:25]=[CH:24]2)[CH:15]=1. The yield is 0.545. (7) The reactants are [N+:1]([C:4]1[CH:12]=[CH:11][CH:10]=[C:6]([C:7]([OH:9])=[O:8])[C:5]=1[C:13]([OH:15])=[O:14])([O-:3])=[O:2].[CH:16](OC)(OC)OC.S(=O)(=O)(O)O. The catalyst is CO. The product is [C:13]([C:5]1[C:4]([N+:1]([O-:3])=[O:2])=[CH:12][CH:11]=[CH:10][C:6]=1[C:7]([O:9][CH3:16])=[O:8])([OH:15])=[O:14]. The yield is 0.947.